This data is from Catalyst prediction with 721,799 reactions and 888 catalyst types from USPTO. The task is: Predict which catalyst facilitates the given reaction. (1) Reactant: [NH2:1][C:2]1[C:3](Cl)=[N:4][CH:5]=[N:6][C:7]=1[Cl:8].[S-2:10].[Na+].[Na+].Cl. Product: [NH2:1][C:2]1[C:3]([SH:10])=[N:4][CH:5]=[N:6][C:7]=1[Cl:8]. The catalyst class is: 58. (2) Reactant: [F:1][C:2]1[CH:10]=[N:9][CH:8]=[CH:7][C:3]=1[C:4]([OH:6])=O.[NH2:11][C:12]1[CH:17]=[C:16]([C:18]([F:21])([F:20])[F:19])[CH:15]=[CH:14][C:13]=1[OH:22].CCN=C=NCCCN(C)C. Product: [F:1][C:2]1[CH:10]=[N:9][CH:8]=[CH:7][C:3]=1[C:4]([NH:11][C:12]1[CH:17]=[C:16]([C:18]([F:19])([F:20])[F:21])[CH:15]=[CH:14][C:13]=1[OH:22])=[O:6]. The catalyst class is: 17. (3) Reactant: C(NC(C)C)(C)C.C([Li])CCC.[CH:13]1([C:18]([O:20][CH3:21])=[O:19])[CH2:17][CH2:16][CH2:15][CH2:14]1.[I:22][CH2:23]I. Product: [I:22][CH2:23][C:13]1([C:18]([O:20][CH3:21])=[O:19])[CH2:17][CH2:16][CH2:15][CH2:14]1. The catalyst class is: 7. (4) Reactant: [H-].[Na+].[Cl:3][C:4]1[CH:9]=[C:8]([Cl:10])[C:7]([S:11]([N:14]2[CH2:19][CH2:18][CH2:17][CH2:16][CH2:15]2)(=[O:13])=[O:12])=[CH:6][C:5]=1[CH2:20][OH:21].Cl[CH2:23][C:24]([N:26]([O:28][CH3:29])[CH3:27])=[O:25]. Product: [Cl:3][C:4]1[CH:9]=[C:8]([Cl:10])[C:7]([S:11]([N:14]2[CH2:15][CH2:16][CH2:17][CH2:18][CH2:19]2)(=[O:13])=[O:12])=[CH:6][C:5]=1[CH2:20][O:21][CH2:23][C:24]([N:26]([O:28][CH3:29])[CH3:27])=[O:25]. The catalyst class is: 1. (5) Reactant: [OH:1][CH:2]([C:7]1[C:15]2[C:14](=[O:16])[N:13]([CH2:17][CH2:18][CH2:19][O:20][CH:21]3[CH2:26][CH2:25][CH2:24][CH2:23][O:22]3)[C:12](=[O:27])[N:11]([CH3:28])[C:10]=2[S:9][C:8]=1[C:29]1[CH:34]=[CH:33][CH:32]=[C:31]([O:35][C:36]([F:39])([F:38])[F:37])[CH:30]=1)[CH2:3][CH:4]([CH3:6])[CH3:5].I(C1C=CC=CC=1C(O)=O)(=O)=O. Product: [CH3:28][N:11]1[C:10]2[S:9][C:8]([C:29]3[CH:34]=[CH:33][CH:32]=[C:31]([O:35][C:36]([F:37])([F:38])[F:39])[CH:30]=3)=[C:7]([C:2](=[O:1])[CH2:3][CH:4]([CH3:5])[CH3:6])[C:15]=2[C:14](=[O:16])[N:13]([CH2:17][CH2:18][CH2:19][O:20][CH:21]2[CH2:26][CH2:25][CH2:24][CH2:23][O:22]2)[C:12]1=[O:27]. The catalyst class is: 58. (6) The catalyst class is: 1. Product: [CH3:1][O:2][C:3]([C@@H:5]1[CH2:9][CH2:8][N:7]([CH2:10][C:11]2[N:20]=[CH:19][C:18]3[C:13](=[CH:14][CH:15]=[C:16]([O:21][CH:38]4[CH2:39][CH2:40][CH:35]([C:41]([CH3:47])([CH3:46])[CH2:42][CH3:43])[CH2:36][CH2:37]4)[CH:17]=3)[N:12]=2)[CH2:6]1)=[O:4]. Reactant: [CH3:1][O:2][C:3]([C@@H:5]1[CH2:9][CH2:8][N:7]([CH2:10][C:11]2[N:20]=[CH:19][C:18]3[C:13](=[CH:14][CH:15]=[C:16]([OH:21])[CH:17]=3)[N:12]=2)[CH2:6]1)=[O:4].[C:35]1(P([C:35]2[CH:40]=[CH:39][CH:38]=[CH:37][CH:36]=2)[C:35]2[CH:40]=[CH:39][CH:38]=[CH:37][CH:36]=2)[CH:40]=[CH:39][CH:38]=[CH:37][CH:36]=1.[C:41]1([CH3:47])[CH:46]=CC=[CH:43][CH:42]=1. (7) Reactant: [CH:1]1([N:4]2[C:9](=[O:10])[C:8]3[C:11]([NH:18][C:19]4[CH:24]=[CH:23][CH:22]=[C:21]([N:25]5[CH2:28][CH:27]([OH:29])[CH2:26]5)[CH:20]=4)=[C:12]([CH3:17])[C:13](=[O:16])[N:14]([CH3:15])[C:7]=3[N:6]([C:30]3[CH:35]=[CH:34][C:33]([I:36])=[CH:32][C:31]=3[F:37])[C:5]2=[O:38])[CH2:3][CH2:2]1.C[O-].[Na+]. Product: [CH:1]1([N:4]2[C:9](=[O:10])[C:8]3=[C:7]([NH:6][C:30]4[CH:35]=[CH:34][C:33]([I:36])=[CH:32][C:31]=4[F:37])[N:14]([CH3:15])[C:13](=[O:16])[C:12]([CH3:17])=[C:11]3[N:18]([C:19]3[CH:24]=[CH:23][CH:22]=[C:21]([N:25]4[CH2:26][CH:27]([OH:29])[CH2:28]4)[CH:20]=3)[C:5]2=[O:38])[CH2:2][CH2:3]1. The catalyst class is: 7. (8) Reactant: [Cl:1][C:2]1[CH:7]=[C:6]([Cl:8])[CH:5]=[CH:4][C:3]=1[C:9]1[O:10][C:11]2[C:12](=[C:14]([C:18]([OH:20])=O)[CH:15]=[CH:16][CH:17]=2)[N:13]=1.Cl.Cl.[NH2:23][C@H:24]1[CH:29]2[CH2:30][CH2:31][N:26]([CH2:27][CH2:28]2)[CH2:25]1.Cl.C(N=C=NCCCN(C)C)C.ON1C2C=CC=CC=2N=N1.C(N(CC)CC)C. Product: [N:26]12[CH2:31][CH2:30][CH:29]([CH2:28][CH2:27]1)[C@H:24]([NH:23][C:18]([C:14]1[CH:15]=[CH:16][CH:17]=[C:11]3[O:10][C:9]([C:3]4[CH:4]=[CH:5][C:6]([Cl:8])=[CH:7][C:2]=4[Cl:1])=[N:13][C:12]=13)=[O:20])[CH2:25]2. The catalyst class is: 174.